From a dataset of Experimentally validated miRNA-target interactions with 360,000+ pairs, plus equal number of negative samples. Binary Classification. Given a miRNA mature sequence and a target amino acid sequence, predict their likelihood of interaction. The miRNA is hsa-miR-4530 with sequence CCCAGCAGGACGGGAGCG. The protein sequence of the target gene is MATPDVSVHMEEVVVVTTPDTAVDGSGVEGVKTVLVTTNLAPHGGDLTEDNMETENAAAAAAAAFTASSQLKEAVLVKMAEEGENLEAEIVYPITCGDSRANLIWRKFVCPGINVKCVQYDEHVISPKEFVHLAGKSTLKDWKRAIRMNGIMLRKIMDSGELDFYQHDKVCSNTCRSTKIDLSGARVSLSSPTSAEYIPLTPAAADVNGSPATITIETCEDPGDWTAAIGDDTFTFWRGLKDAGLLDEVIQEFHQELVETMRGLQQRVQDPPLQLRDAVLLNNIVQNFGMLDLVKKVLAS.... Result: 1 (interaction).